From a dataset of NCI-60 drug combinations with 297,098 pairs across 59 cell lines. Regression. Given two drug SMILES strings and cell line genomic features, predict the synergy score measuring deviation from expected non-interaction effect. (1) Cell line: NCI/ADR-RES. Synergy scores: CSS=7.07, Synergy_ZIP=-6.45, Synergy_Bliss=-6.38, Synergy_Loewe=-9.28, Synergy_HSA=-6.03. Drug 2: C1=CC(=CC=C1C#N)C(C2=CC=C(C=C2)C#N)N3C=NC=N3. Drug 1: C1=C(C(=O)NC(=O)N1)N(CCCl)CCCl. (2) Drug 1: CC12CCC(CC1=CCC3C2CCC4(C3CC=C4C5=CN=CC=C5)C)O. Drug 2: CCCCC(=O)OCC(=O)C1(CC(C2=C(C1)C(=C3C(=C2O)C(=O)C4=C(C3=O)C=CC=C4OC)O)OC5CC(C(C(O5)C)O)NC(=O)C(F)(F)F)O. Cell line: MALME-3M. Synergy scores: CSS=3.13, Synergy_ZIP=-0.870, Synergy_Bliss=-0.385, Synergy_Loewe=-1.08, Synergy_HSA=-1.61. (3) Drug 1: C1=CC(=C2C(=C1NCCNCCO)C(=O)C3=C(C=CC(=C3C2=O)O)O)NCCNCCO. Drug 2: CCC1(C2=C(COC1=O)C(=O)N3CC4=CC5=C(C=CC(=C5CN(C)C)O)N=C4C3=C2)O.Cl. Cell line: UO-31. Synergy scores: CSS=28.7, Synergy_ZIP=-8.35, Synergy_Bliss=-3.96, Synergy_Loewe=-0.902, Synergy_HSA=0.120. (4) Drug 1: CNC(=O)C1=CC=CC=C1SC2=CC3=C(C=C2)C(=NN3)C=CC4=CC=CC=N4. Drug 2: CN(C)C1=NC(=NC(=N1)N(C)C)N(C)C. Cell line: MDA-MB-435. Synergy scores: CSS=-4.38, Synergy_ZIP=1.12, Synergy_Bliss=0.834, Synergy_Loewe=-6.98, Synergy_HSA=-4.07. (5) Drug 1: C1CN1P(=S)(N2CC2)N3CC3. Drug 2: COCCOC1=C(C=C2C(=C1)C(=NC=N2)NC3=CC=CC(=C3)C#C)OCCOC.Cl. Cell line: NCI-H460. Synergy scores: CSS=43.9, Synergy_ZIP=3.78, Synergy_Bliss=2.12, Synergy_Loewe=-15.9, Synergy_HSA=1.21. (6) Drug 1: CC1=C(C=C(C=C1)C(=O)NC2=CC(=CC(=C2)C(F)(F)F)N3C=C(N=C3)C)NC4=NC=CC(=N4)C5=CN=CC=C5. Drug 2: CC1CCC2CC(C(=CC=CC=CC(CC(C(=O)C(C(C(=CC(C(=O)CC(OC(=O)C3CCCCN3C(=O)C(=O)C1(O2)O)C(C)CC4CCC(C(C4)OC)O)C)C)O)OC)C)C)C)OC. Cell line: MALME-3M. Synergy scores: CSS=-7.01, Synergy_ZIP=9.47, Synergy_Bliss=4.78, Synergy_Loewe=-13.4, Synergy_HSA=-10.5.